From a dataset of Full USPTO retrosynthesis dataset with 1.9M reactions from patents (1976-2016). Predict the reactants needed to synthesize the given product. Given the product [C:18]([O:21][CH2:22][CH2:23][C:24]1[CH:25]=[CH:26][C:27]([N:30]2[C:31]([NH2:43])=[C:32]([C:33](=[O:34])[C:35]3[CH:40]=[CH:39][C:38]([F:41])=[CH:37][C:36]=3[F:42])[CH:15]=[CH:14][C:13]2=[O:16])=[CH:28][CH:29]=1)(=[O:20])[CH3:19], predict the reactants needed to synthesize it. The reactants are: C1N=CN(C(N2C=NC=C2)=O)C=1.[C:13](O)(=[O:16])[C:14]#[CH:15].[C:18]([O:21][CH2:22][CH2:23][C:24]1[CH:29]=[CH:28][C:27]([NH:30][C:31](=[NH:43])[CH2:32][C:33]([C:35]2[CH:40]=[CH:39][C:38]([F:41])=[CH:37][C:36]=2[F:42])=[O:34])=[CH:26][CH:25]=1)(=[O:20])[CH3:19].